This data is from Forward reaction prediction with 1.9M reactions from USPTO patents (1976-2016). The task is: Predict the product of the given reaction. (1) The product is: [Cl:17][C:18]1[CH:19]=[C:20]([CH:24]=[CH:25][CH:26]=1)[C:21]([NH:9][C:8]1[CH:10]=[C:11]([C:13]([F:14])([F:15])[F:16])[CH:12]=[C:6]([C:5]2[O:1][CH:2]=[N:3][CH:4]=2)[CH:7]=1)=[O:22]. Given the reactants [O:1]1[C:5]([C:6]2[CH:7]=[C:8]([CH:10]=[C:11]([C:13]([F:16])([F:15])[F:14])[CH:12]=2)[NH2:9])=[CH:4][N:3]=[CH:2]1.[Cl:17][C:18]1[CH:19]=[C:20]([CH:24]=[CH:25][CH:26]=1)[C:21](Cl)=[O:22].C(N(CC)CC)C.O, predict the reaction product. (2) Given the reactants [NH:1]1[CH2:6][CH2:5][O:4][CH2:3][CH2:2]1.[CH3:7][S+:8]([O-:16])[CH2:9][CH2:10][CH2:11][CH2:12][N:13]=[C:14]=[S:15], predict the reaction product. The product is: [CH3:7][S:8]([CH2:9][CH2:10][CH2:11][CH2:12][NH:13][C:14]([N:1]1[CH2:6][CH2:5][O:4][CH2:3][CH2:2]1)=[S:15])=[O:16]. (3) Given the reactants [Si:1]([O:8][C:9]1([CH2:15][CH2:16][CH2:17][NH:18][C:19]2[C:28]3[C:23](=[CH:24][CH:25]=[CH:26][CH:27]=3)[N:22]=[CH:21][C:20]=2[N+:29]([O-])=O)[CH2:14][CH2:13][CH2:12][CH2:11][CH2:10]1)([C:4]([CH3:7])([CH3:6])[CH3:5])([CH3:3])[CH3:2], predict the reaction product. The product is: [Si:1]([O:8][C:9]1([CH2:15][CH2:16][CH2:17][NH:18][C:19]2[C:28]3[C:23](=[CH:24][CH:25]=[CH:26][CH:27]=3)[N:22]=[CH:21][C:20]=2[NH2:29])[CH2:10][CH2:11][CH2:12][CH2:13][CH2:14]1)([C:4]([CH3:6])([CH3:7])[CH3:5])([CH3:3])[CH3:2]. (4) Given the reactants [C:1]1([C:23]2[CH:28]=[CH:27][CH:26]=[CH:25][CH:24]=2)[CH:6]=[CH:5][CH:4]=[C:3]([CH2:7][CH:8]([CH2:12][S:13]([CH2:16][C:17]2[CH:22]=[CH:21][CH:20]=[CH:19][CH:18]=2)(=[O:15])=[O:14])[C:9](O)=[O:10])[CH:2]=1.C(Cl)CCl.C1C=CC2N(O)N=NC=2C=1.Cl.[NH2:44][CH2:45][C:46]#[N:47].CN1CCOCC1, predict the reaction product. The product is: [C:1]1([C:23]2[CH:28]=[CH:27][CH:26]=[CH:25][CH:24]=2)[CH:6]=[CH:5][CH:4]=[C:3]([CH2:7][CH:8]([CH2:12][S:13]([CH2:16][C:17]2[CH:22]=[CH:21][CH:20]=[CH:19][CH:18]=2)(=[O:15])=[O:14])[C:9]([NH:47][CH2:46][C:45]#[N:44])=[O:10])[CH:2]=1. (5) Given the reactants [OH:1][CH:2]1[CH2:7][CH2:6][O:5][CH2:4][CH2:3]1.[H-].[Na+].[Br:10][C:11]1[CH:12]=[C:13]([N:18]2[CH2:23][CH2:22][O:21][CH2:20][CH2:19]2)[C:14](F)=[N:15][CH:16]=1, predict the reaction product. The product is: [Br:10][C:11]1[CH:12]=[C:13]([N:18]2[CH2:23][CH2:22][O:21][CH2:20][CH2:19]2)[C:14]([O:1][CH:2]2[CH2:7][CH2:6][O:5][CH2:4][CH2:3]2)=[N:15][CH:16]=1. (6) Given the reactants [CH3:1][C:2]1([CH3:24])[CH2:10][C:9]2[NH:8][N:7]=[C:6]([C:11]3[NH:12][C:13]4[C:18]([CH:19]=3)=[CH:17][CH:16]=[C:15]([C:20]([O:22][CH3:23])=[O:21])[CH:14]=4)[C:5]=2[CH2:4][CH2:3]1.[H-].[Na+].[CH3:27][Si:28]([CH3:35])([CH3:34])[CH2:29][CH2:30][O:31][CH2:32]Cl.[C:36]([O:39][CH2:40]C)(=O)[CH3:37], predict the reaction product. The product is: [CH3:1][C:2]1([CH3:24])[CH2:10][C:9]2[N:8]([CH2:32][O:31][CH2:30][CH2:29][Si:28]([CH3:35])([CH3:34])[CH3:27])[N:7]=[C:6]([C:11]3[N:12]([CH2:40][O:39][CH2:36][CH2:37][Si:28]([CH3:34])([CH3:29])[CH3:27])[C:13]4[C:18]([CH:19]=3)=[CH:17][CH:16]=[C:15]([C:20]([O:22][CH3:23])=[O:21])[CH:14]=4)[C:5]=2[CH2:4][CH2:3]1. (7) Given the reactants Cl[C:2]1[CH:7]=[C:6]([CH3:8])[N:5]=[C:4]([NH:9][C:10]2[C:15]([CH3:16])=[CH:14][C:13]([CH3:17])=[CH:12][C:11]=2[CH3:18])[N:3]=1.[CH2:19]([CH2:21][CH2:22][CH2:23]N)[CH3:20].C(=O)([O-])[O-].[K+].[K+].C(#[N:33])C, predict the reaction product. The product is: [CH2:19]([CH:21]([NH:33][C:2]1[CH:7]=[C:6]([CH3:8])[N:5]=[C:4]([NH:9][C:10]2[C:15]([CH3:16])=[CH:14][C:13]([CH3:17])=[CH:12][C:11]=2[CH3:18])[N:3]=1)[CH2:22][CH3:23])[CH3:20]. (8) Given the reactants [NH2:1][C:2]1[CH:9]=[CH:8][CH:7]=[C:6](F)[C:3]=1[C:4]#[N:5].[CH3:11][O-:12].[Na+], predict the reaction product. The product is: [NH2:1][C:2]1[CH:9]=[CH:8][CH:7]=[C:6]([O:12][CH3:11])[C:3]=1[C:4]#[N:5].